This data is from Forward reaction prediction with 1.9M reactions from USPTO patents (1976-2016). The task is: Predict the product of the given reaction. (1) Given the reactants [CH:1]12[O:8][CH:5]([CH2:6][CH2:7]1)[CH2:4][N:3]([C:9]1[CH:14]=[CH:13][C:12]([NH:15][C:16]3[N:21]=[CH:20][N:19]=[C:18]([C:22]4[CH:42]=[CH:41][C:25]([O:26][C@H:27]5[CH2:32][CH2:31][N:30](C(OC(C)(C)C)=O)[CH2:29][C@H:28]5[F:40])=[C:24]([C:43]#[N:44])[CH:23]=4)[N:17]=3)=[CH:11][CH:10]=1)[CH2:2]2.FC(F)(F)C(O)=O, predict the reaction product. The product is: [CH:1]12[O:8][CH:5]([CH2:6][CH2:7]1)[CH2:4][N:3]([C:9]1[CH:14]=[CH:13][C:12]([NH:15][C:16]3[N:21]=[CH:20][N:19]=[C:18]([C:22]4[CH:42]=[CH:41][C:25]([O:26][C@H:27]5[CH2:32][CH2:31][NH:30][CH2:29][C@H:28]5[F:40])=[C:24]([CH:23]=4)[C:43]#[N:44])[N:17]=3)=[CH:11][CH:10]=1)[CH2:2]2. (2) The product is: [CH:31]([C:34]1[N:35]([C:2]2[N:10]=[C:9]3[C:5]([N:6]=[C:7]([CH2:12][N:13]4[CH2:14][CH:15]([N:17]5[CH2:18][CH2:19][S:20](=[O:23])(=[O:24])[CH2:21][CH2:22]5)[CH2:16]4)[N:8]3[CH3:11])=[C:4]([N:25]3[CH2:26][CH2:27][O:28][CH2:29][CH2:30]3)[N:3]=2)[C:36]2[CH:42]=[CH:41][CH:40]=[CH:39][C:37]=2[N:38]=1)([CH3:33])[CH3:32]. Given the reactants Cl[C:2]1[N:10]=[C:9]2[C:5]([N:6]=[C:7]([CH2:12][N:13]3[CH2:16][CH:15]([N:17]4[CH2:22][CH2:21][S:20](=[O:24])(=[O:23])[CH2:19][CH2:18]4)[CH2:14]3)[N:8]2[CH3:11])=[C:4]([N:25]2[CH2:30][CH2:29][O:28][CH2:27][CH2:26]2)[N:3]=1.[CH:31]([C:34]1[NH:38][C:37]2[CH:39]=[CH:40][CH:41]=[CH:42][C:36]=2[N:35]=1)([CH3:33])[CH3:32].CC(C1C=C(C(C)C)C(C2C=CC=CC=2P(C2CCCCC2)C2CCCCC2)=C(C(C)C)C=1)C.C([O-])([O-])=O.[Cs+].[Cs+], predict the reaction product.